From a dataset of Peptide-MHC class I binding affinity with 185,985 pairs from IEDB/IMGT. Regression. Given a peptide amino acid sequence and an MHC pseudo amino acid sequence, predict their binding affinity value. This is MHC class I binding data. (1) The peptide sequence is YLIPFIWFV. The MHC is HLA-B58:01 with pseudo-sequence HLA-B58:01. The binding affinity (normalized) is 0.0847. (2) The peptide sequence is VLLISDPGL. The MHC is HLA-A69:01 with pseudo-sequence HLA-A69:01. The binding affinity (normalized) is 0.0847. (3) The peptide sequence is ALGIICSAL. The MHC is HLA-B58:01 with pseudo-sequence HLA-B58:01. The binding affinity (normalized) is 0.0847. (4) The peptide sequence is VLGATLLFFVIAL. The binding affinity (normalized) is 0.147. The MHC is H-2-Kb with pseudo-sequence H-2-Kb. (5) The peptide sequence is AYQVRNSSGL. The MHC is Patr-A0901 with pseudo-sequence Patr-A0901. The binding affinity (normalized) is 0.167. (6) The peptide sequence is IRFPLTFGW. The MHC is Mamu-B17 with pseudo-sequence Mamu-B17. The binding affinity (normalized) is 0.839.